From a dataset of Catalyst prediction with 721,799 reactions and 888 catalyst types from USPTO. Predict which catalyst facilitates the given reaction. Reactant: [C:1]1([CH3:10])[CH:6]=[CH:5][C:4]([C:7](Cl)=O)=[CH:3][CH:2]=1.CCN(C(C)C)C(C)C.[CH2:20]([N:27]1[C:32](=[O:33])[C:31]([CH3:34])=[C:30]([CH3:35])[N:29]=[C:28]1[C@H:36]([NH:40][CH2:41][CH2:42][N:43]1C(=O)C2C(=CC=CC=2)C1=O)[CH:37]([CH3:39])[CH3:38])[C:21]1[CH:26]=[CH:25][CH:24]=[CH:23][CH:22]=1.CCOC(C)=O.CCCCCC. Product: [CH2:20]([N:27]1[C:32](=[O:33])[C:31]([CH3:34])=[C:30]([CH3:35])[N:29]=[C:28]1[C@H:36]([N:40]1[CH2:41][CH2:42][N:43]=[C:7]1[C:4]1[CH:5]=[CH:6][C:1]([CH3:10])=[CH:2][CH:3]=1)[CH:37]([CH3:39])[CH3:38])[C:21]1[CH:26]=[CH:25][CH:24]=[CH:23][CH:22]=1. The catalyst class is: 11.